From a dataset of NCI-60 drug combinations with 297,098 pairs across 59 cell lines. Regression. Given two drug SMILES strings and cell line genomic features, predict the synergy score measuring deviation from expected non-interaction effect. Drug 1: CC1C(C(CC(O1)OC2CC(CC3=C2C(=C4C(=C3O)C(=O)C5=C(C4=O)C(=CC=C5)OC)O)(C(=O)C)O)N)O.Cl. Drug 2: C#CCC(CC1=CN=C2C(=N1)C(=NC(=N2)N)N)C3=CC=C(C=C3)C(=O)NC(CCC(=O)O)C(=O)O. Cell line: CAKI-1. Synergy scores: CSS=33.2, Synergy_ZIP=-9.85, Synergy_Bliss=-1.36, Synergy_Loewe=0.0136, Synergy_HSA=-0.533.